Dataset: Catalyst prediction with 721,799 reactions and 888 catalyst types from USPTO. Task: Predict which catalyst facilitates the given reaction. (1) Reactant: [F:1][C:2]([F:12])([F:11])[C:3]1[N:8]=[C:7]([C:9]#[N:10])[CH:6]=[N:5][CH:4]=1.[Na].[NH4+:14].[Cl-:15]. Product: [ClH:15].[F:12][C:2]([F:1])([F:11])[C:3]1[N:8]=[C:7]([C:9](=[NH:14])[NH2:10])[CH:6]=[N:5][CH:4]=1. The catalyst class is: 5. (2) Reactant: [NH2:1][C:2]1[CH:7]=[CH:6][CH:5]=[CH:4][C:3]=1[NH:8][C:9]([NH:11][C:12]1[CH:17]=[CH:16][C:15]([Cl:18])=[CH:14][CH:13]=1)=[O:10].C(N(CC)CC)C.[C:26]1([S:32](Cl)(=[O:34])=[O:33])[CH:31]=[CH:30][CH:29]=[CH:28][CH:27]=1. Product: [Cl:18][C:15]1[CH:16]=[CH:17][C:12]([NH:11][C:9](=[O:10])[NH:8][C:3]2[CH:4]=[CH:5][CH:6]=[CH:7][C:2]=2[NH:1][S:32]([C:26]2[CH:31]=[CH:30][CH:29]=[CH:28][CH:27]=2)(=[O:34])=[O:33])=[CH:13][CH:14]=1. The catalyst class is: 13. (3) Reactant: [F:1][C:2]1[C:7]([NH2:8])=[CH:6][CH:5]=[CH:4][N:3]=1.[I:9]N1C(=O)CCC1=O. Product: [F:1][C:2]1[C:7]([NH2:8])=[CH:6][CH:5]=[C:4]([I:9])[N:3]=1. The catalyst class is: 3. (4) Product: [CH3:1][O:2][C@H:3]1[C@@H:7]2[O:8][C:9]([CH3:12])([CH3:11])[O:10][C@@H:6]2[C@@H:5]([C:13]2[O:15][N:16]=[C:17]([CH2:18][CH3:19])[N:20]=2)[O:4]1. Reactant: [CH3:1][O:2][C@H:3]1[C@@H:7]2[O:8][C:9]([CH3:12])([CH3:11])[O:10][C@@H:6]2[C@@H:5]([C:13]([O:15][N:16]=[C:17]([NH2:20])[CH2:18][CH3:19])=O)[O:4]1. The catalyst class is: 270. (5) The catalyst class is: 13. Product: [CH3:11][CH:12]1[NH:13][CH:14]([CH3:18])[CH2:15][N:16]([C:2]2[CH:3]=[C:4]([NH2:8])[CH:5]=[CH:6][CH:7]=2)[CH2:17]1. Reactant: F[C:2]1[CH:7]=[CH:6][CH:5]=[C:4]([N+:8]([O-])=O)[CH:3]=1.[CH3:11][CH:12]1[CH2:17][NH:16][CH2:15][CH:14]([CH3:18])[NH:13]1. (6) Reactant: [CH:1]1([C:4]2[O:8][N:7]=[C:6]([CH:9]3[CH2:11][CH:10]3[C:12]3[CH:17]=[CH:16][CH:15]=[CH:14][CH:13]=3)[C:5]=2[C:18](O)=[O:19])[CH2:3][CH2:2]1.[H-].[Al+3].[Li+].[H-].[H-].[H-]. Product: [CH:1]1([C:4]2[O:8][N:7]=[C:6]([CH:9]3[CH2:11][CH:10]3[C:12]3[CH:13]=[CH:14][CH:15]=[CH:16][CH:17]=3)[C:5]=2[CH2:18][OH:19])[CH2:3][CH2:2]1. The catalyst class is: 1. (7) Product: [CH2:14]([C:16]1[O:20][C:19]([C:21]2[CH:22]=[CH:23][C:24]([O:27][C:28]([F:30])([F:31])[F:29])=[CH:25][CH:26]=2)=[N:18][C:17]=1[CH2:32][CH2:33][O:1][C:2]1[CH:3]=[C:4]([CH2:9][C:10]([O:12][CH3:13])=[O:11])[CH:5]=[CH:6][C:7]=1[CH3:8])[CH3:15]. Reactant: [OH:1][C:2]1[CH:3]=[C:4]([CH2:9][C:10]([O:12][CH3:13])=[O:11])[CH:5]=[CH:6][C:7]=1[CH3:8].[CH2:14]([C:16]1[O:20][C:19]([C:21]2[CH:26]=[CH:25][C:24]([O:27][C:28]([F:31])([F:30])[F:29])=[CH:23][CH:22]=2)=[N:18][C:17]=1[CH2:32][CH2:33]O)[CH3:15].C1(P(C2C=CC=CC=2)C2C=CC=CC=2)C=CC=CC=1.N(C(N1CCCCC1)=O)=NC(N1CCCCC1)=O. The catalyst class is: 2.